Dataset: NCI-60 drug combinations with 297,098 pairs across 59 cell lines. Task: Regression. Given two drug SMILES strings and cell line genomic features, predict the synergy score measuring deviation from expected non-interaction effect. (1) Drug 1: C1CN1P(=S)(N2CC2)N3CC3. Drug 2: CC1C(C(CC(O1)OC2CC(CC3=C2C(=C4C(=C3O)C(=O)C5=C(C4=O)C(=CC=C5)OC)O)(C(=O)CO)O)N)O.Cl. Cell line: SF-295. Synergy scores: CSS=38.6, Synergy_ZIP=-1.38, Synergy_Bliss=3.83, Synergy_Loewe=-2.19, Synergy_HSA=5.64. (2) Drug 1: CS(=O)(=O)C1=CC(=C(C=C1)C(=O)NC2=CC(=C(C=C2)Cl)C3=CC=CC=N3)Cl. Drug 2: C(CN)CNCCSP(=O)(O)O. Cell line: SK-OV-3. Synergy scores: CSS=3.24, Synergy_ZIP=0.00156, Synergy_Bliss=2.21, Synergy_Loewe=-1.68, Synergy_HSA=0.901. (3) Cell line: ACHN. Drug 1: CC1OCC2C(O1)C(C(C(O2)OC3C4COC(=O)C4C(C5=CC6=C(C=C35)OCO6)C7=CC(=C(C(=C7)OC)O)OC)O)O. Drug 2: CC1C(C(CC(O1)OC2CC(CC3=C2C(=C4C(=C3O)C(=O)C5=C(C4=O)C(=CC=C5)OC)O)(C(=O)C)O)N)O.Cl. Synergy scores: CSS=73.9, Synergy_ZIP=16.0, Synergy_Bliss=17.2, Synergy_Loewe=17.8, Synergy_HSA=19.9. (4) Drug 1: C(CC(=O)O)C(=O)CN.Cl. Drug 2: CCN(CC)CCCC(C)NC1=C2C=C(C=CC2=NC3=C1C=CC(=C3)Cl)OC. Cell line: OVCAR-8. Synergy scores: CSS=32.2, Synergy_ZIP=-6.97, Synergy_Bliss=1.79, Synergy_Loewe=-61.4, Synergy_HSA=-1.94. (5) Drug 1: C1=NC(=NC(=O)N1C2C(C(C(O2)CO)O)O)N. Drug 2: CC12CCC3C(C1CCC2OP(=O)(O)O)CCC4=C3C=CC(=C4)OC(=O)N(CCCl)CCCl.[Na+]. Cell line: 786-0. Synergy scores: CSS=15.1, Synergy_ZIP=-7.18, Synergy_Bliss=-0.0144, Synergy_Loewe=-19.5, Synergy_HSA=0.150.